From a dataset of Reaction yield outcomes from USPTO patents with 853,638 reactions. Predict the reaction yield, written as a fraction of the theoretical maximum amount of product (1.0 means a 100% yield; for example, 0.34 means a 34% yield). (1) The reactants are [F:1][C:2]1[CH:3]=[C:4]([CH:6]=[CH:7][C:8]=1[O:9][C:10]1[CH:15]=[CH:14][N:13]=[C:12]2[CH:16]=[C:17](I)[S:18][C:11]=12)[NH2:5].[CH3:20][NH:21][C:22]([C:24]1[CH:29]=[CH:28][C:27](B(O)O)=[CH:26][CH:25]=1)=[O:23]. No catalyst specified. The product is [NH2:5][C:4]1[CH:6]=[CH:7][C:8]([O:9][C:10]2[CH:15]=[CH:14][N:13]=[C:12]3[CH:16]=[C:17]([C:27]4[CH:28]=[CH:29][C:24]([C:22]([NH:21][CH3:20])=[O:23])=[CH:25][CH:26]=4)[S:18][C:11]=23)=[C:2]([F:1])[CH:3]=1. The yield is 0.960. (2) The reactants are [CH3:1][N:2]([CH3:43])[C:3]1[N:11]=[CH:10][N:9]=[C:8]2[C:4]=1[N:5]=[CH:6][N:7]2[C@@H:12]1[O:16][C@H:15]([CH2:17][OH:18])[C@@H:14]([NH:19][C:20](=[O:41])[C@@H:21]([NH:33]C(=O)OC(C)(C)C)[CH2:22][C:23]2[CH:28]=[CH:27][C:26]([O:29][CH2:30][C:31]#[CH:32])=[CH:25][CH:24]=2)[C@H:13]1[OH:42]. The catalyst is C(O)(C(F)(F)F)=O.C(Cl)Cl. The product is [NH2:33][C@@H:21]([CH2:22][C:23]1[CH:28]=[CH:27][C:26]([O:29][CH2:30][C:31]#[CH:32])=[CH:25][CH:24]=1)[C:20]([NH:19][C@H:14]1[C@@H:13]([OH:42])[C@H:12]([N:7]2[CH:6]=[N:5][C:4]3[C:8]2=[N:9][CH:10]=[N:11][C:3]=3[N:2]([CH3:43])[CH3:1])[O:16][C@@H:15]1[CH2:17][OH:18])=[O:41]. The yield is 0.280. (3) The reactants are [F:1][C:2]1[C:26]([OH:27])=[CH:25][CH:24]=[C:23]([F:28])[C:3]=1[CH2:4][O:5][C:6]([N:8]1[CH2:13][CH2:12][N:11]([C:14]([O:16][C:17]([CH3:20])([CH3:19])[CH3:18])=[O:15])[CH2:10][C@H:9]1[CH2:21][CH3:22])=[O:7].[CH3:29][O:30][CH2:31][CH2:32][CH2:33]OS(C1C=CC(C)=CC=1)(=O)=O. No catalyst specified. The product is [F:1][C:2]1[C:26]([O:27][CH2:33][CH2:32][CH2:31][O:30][CH3:29])=[CH:25][CH:24]=[C:23]([F:28])[C:3]=1[CH2:4][O:5][C:6]([N:8]1[CH2:13][CH2:12][N:11]([C:14]([O:16][C:17]([CH3:18])([CH3:19])[CH3:20])=[O:15])[CH2:10][C@H:9]1[CH2:21][CH3:22])=[O:7]. The yield is 0.970. (4) The reactants are [CH2:1]([N:8]1[C:16]2[C:11](=[C:12]([O:17]CC3C=CC=CC=3)[CH:13]=[CH:14][CH:15]=2)[CH:10]=[C:9]1[CH3:25])[C:2]1[CH:7]=[CH:6][CH:5]=[CH:4][CH:3]=1.C(OCC)(=O)C. The catalyst is [Pd].[Hg].CO. The product is [CH2:1]([N:8]1[C:16]2[CH:15]=[CH:14][CH:13]=[C:12]([OH:17])[C:11]=2[CH:10]=[C:9]1[CH3:25])[C:2]1[CH:3]=[CH:4][CH:5]=[CH:6][CH:7]=1. The yield is 0.490. (5) The yield is 0.853. The product is [Cl:23][C:24]1[N:29]=[C:28](/[CH:30]=[C:16](/[C:15]2[CH:14]=[C:13]([NH:12][S:9]([C:3]3[CH:4]=[C:5]([F:8])[CH:6]=[CH:7][C:2]=3[F:1])(=[O:10])=[O:11])[CH:22]=[CH:21][CH:20]=2)\[OH:18])[CH:27]=[CH:26][N:25]=1. The reactants are [F:1][C:2]1[CH:7]=[CH:6][C:5]([F:8])=[CH:4][C:3]=1[S:9]([NH:12][C:13]1[CH:14]=[C:15]([CH:20]=[CH:21][CH:22]=1)[C:16]([O:18]C)=O)(=[O:11])=[O:10].[Cl:23][C:24]1[N:29]=[C:28]([CH3:30])[CH:27]=[CH:26][N:25]=1. No catalyst specified. (6) The reactants are [OH:1][N:2]1[CH2:7][CH2:6][CH2:5][CH2:4][CH2:3]1.[CH:8]1([Mg]Cl)[CH2:13][CH2:12][CH2:11][CH2:10][CH2:9]1.[Cl-].[NH4+]. The catalyst is ClCCl.O=[Mn]=O. The product is [CH:8]1([CH:3]2[CH2:4][CH2:5][CH2:6][CH2:7][N:2]2[OH:1])[CH2:13][CH2:12][CH2:11][CH2:10][CH2:9]1. The yield is 0.270. (7) The reactants are [Cl:1][C:2]1[S:6][C:5]([C:7]2[C:8](=[O:37])[N:9]([CH2:29][CH2:30][C:31]3[CH:36]=[CH:35][CH:34]=[CH:33][CH:32]=3)[C:10]([C:14]3[CH:19]=[CH:18][CH:17]=[C:16]([F:20])[C:15]=3[O:21]CC3C=CC=CC=3)=[N:11][C:12]=2[CH3:13])=[CH:4][CH:3]=1.Br. The catalyst is C(O)(=O)C.ClCCl. The product is [Cl:1][C:2]1[S:6][C:5]([C:7]2[C:8](=[O:37])[N:9]([CH2:29][CH2:30][C:31]3[CH:32]=[CH:33][CH:34]=[CH:35][CH:36]=3)[C:10]([C:14]3[CH:19]=[CH:18][CH:17]=[C:16]([F:20])[C:15]=3[OH:21])=[N:11][C:12]=2[CH3:13])=[CH:4][CH:3]=1. The yield is 0.420. (8) The yield is 0.260. The reactants are [F-].C([N+](CCCC)(CCCC)CCCC)CCC.[F:19][C:20]1[CH:21]=[CH:22][C:23]2[N:24]([C:26]([C:29]3[N:37]=[C:36]4[C:32]([N:33](COCC[Si](C)(C)C)[C:34](=[O:44])[N:35]4[CH:38]4[CH2:43][CH2:42][O:41][CH2:40][CH2:39]4)=[C:31]([N:53]4[CH2:58][CH2:57][N:56](C(OC(C)(C)C)=O)[CH2:55][CH2:54]4)[N:30]=3)=[CH:27][N:28]=2)[CH:25]=1.FC(F)(F)C(O)=O.C(=O)([O-])O.[Na+]. The product is [F:19][C:20]1[CH:21]=[CH:22][C:23]2[N:24]([C:26]([C:29]3[N:37]=[C:36]4[C:32]([NH:33][C:34](=[O:44])[N:35]4[CH:38]4[CH2:39][CH2:40][O:41][CH2:42][CH2:43]4)=[C:31]([N:53]4[CH2:54][CH2:55][NH:56][CH2:57][CH2:58]4)[N:30]=3)=[CH:27][N:28]=2)[CH:25]=1. The catalyst is C(Cl)Cl.